This data is from Forward reaction prediction with 1.9M reactions from USPTO patents (1976-2016). The task is: Predict the product of the given reaction. Given the reactants [NH2:1][C:2]1[C:3]([CH3:18])=[CH:4][C:5]([O:8][CH:9]([C:14]([F:17])([F:16])[F:15])[C:10]([F:13])([F:12])[F:11])=[N:6][CH:7]=1.CN(C)C=O.[Cl:24]N1C(=O)CCC1=O, predict the reaction product. The product is: [NH2:1][C:2]1[C:7]([Cl:24])=[N:6][C:5]([O:8][CH:9]([C:10]([F:11])([F:12])[F:13])[C:14]([F:17])([F:15])[F:16])=[CH:4][C:3]=1[CH3:18].